This data is from Reaction yield outcomes from USPTO patents with 853,638 reactions. The task is: Predict the reaction yield, written as a fraction of the theoretical maximum amount of product (1.0 means a 100% yield; for example, 0.34 means a 34% yield). The catalyst is CN(C=O)C. The product is [N:31]([CH:18]([C:19]1[CH:23]=[C:22]([CH:24]2[O:28][CH2:27][CH2:26][O:25]2)[S:21][C:20]=1[Cl:29])[C:12]1[C:11]([CH2:10][CH2:9][O:8][Si:1]([C:4]([CH3:7])([CH3:6])[CH3:5])([CH3:3])[CH3:2])=[CH:16][CH:15]=[C:14]([Cl:17])[N:13]=1)=[N+:32]=[N-:33]. The reactants are [Si:1]([O:8][CH2:9][CH2:10][C:11]1[C:12]([CH:18](Cl)[C:19]2[CH:23]=[C:22]([CH:24]3[O:28][CH2:27][CH2:26][O:25]3)[S:21][C:20]=2[Cl:29])=[N:13][C:14]([Cl:17])=[CH:15][CH:16]=1)([C:4]([CH3:7])([CH3:6])[CH3:5])([CH3:3])[CH3:2].[N-:31]=[N+:32]=[N-:33].[Na+]. The yield is 0.970.